Predict which catalyst facilitates the given reaction. From a dataset of Catalyst prediction with 721,799 reactions and 888 catalyst types from USPTO. Reactant: [CH:1]1[CH:10]=[N:9][C:8]2[C:3](=[C:4]([N+:12]([O-:14])=[O:13])[CH:5]=[CH:6][C:7]=2[OH:11])[CH:2]=1.[CH2:15]([NH2:18])[CH2:16][NH2:17]. Product: [CH:1]1[CH:10]=[N:9][C:8]2[C:3](=[C:4]([N+:12]([O-:14])=[O:13])[CH:5]=[CH:6][C:7]=2[OH:11])[CH:2]=1.[CH2:15]([NH2:18])[CH2:16][NH2:17]. The catalyst class is: 1.